From a dataset of Forward reaction prediction with 1.9M reactions from USPTO patents (1976-2016). Predict the product of the given reaction. (1) Given the reactants Br[C:2]1[CH:3]=[C:4]2[C:9](=[C:10]([O:12]COCC[Si](C)(C)C)[CH:11]=1)[N:8]=[CH:7][N:6](COCC[Si](C)(C)C)[C:5]2=[O:29].[CH3:30][C:31]1[CH:40]=[CH:39][C:38]([CH3:41])=[C:37]2[C:32]=1[CH2:33][CH2:34][C:35](B(O)O)=[CH:36]2.C(=O)([O-])[O-].[K+].[K+], predict the reaction product. The product is: [CH3:41][C:38]1[CH:39]=[CH:40][C:31]([CH3:30])=[C:32]2[C:37]=1[CH2:36][CH2:35][C:34]([C:2]1[CH:3]=[C:4]3[C:9](=[C:10]([OH:12])[CH:11]=1)[N:8]=[CH:7][NH:6][C:5]3=[O:29])=[CH:33]2. (2) Given the reactants C([O:8][N:9]([CH:21]=[O:22])[CH2:10][C@@H:11]([CH2:15][CH:16]1[CH2:20][CH2:19][CH2:18][CH2:17]1)[C:12]([OH:14])=O)C1C=CC=CC=1.Cl.[NH2:24][C@@H:25]([C:46]([CH3:49])([CH3:48])[CH3:47])[C:26]([N:28]1[CH2:33][CH2:32][CH:31]([NH:34][S:35]([C:38]2[CH:43]=[CH:42][C:41]([F:44])=[CH:40][C:39]=2[F:45])(=[O:37])=[O:36])[CH2:30][CH2:29]1)=[O:27], predict the reaction product. The product is: [CH:16]1([CH2:15][C@H:11]([CH2:10][N:9]([CH:21]=[O:22])[OH:8])[C:12]([NH:24][C@H:25]([C:26]([N:28]2[CH2:29][CH2:30][CH:31]([NH:34][S:35]([C:38]3[CH:43]=[CH:42][C:41]([F:44])=[CH:40][C:39]=3[F:45])(=[O:37])=[O:36])[CH2:32][CH2:33]2)=[O:27])[C:46]([CH3:47])([CH3:49])[CH3:48])=[O:14])[CH2:17][CH2:18][CH2:19][CH2:20]1. (3) Given the reactants FC(F)(F)C(O)=O.[CH3:8][S:9]([C:12]1[CH:27]=[CH:26][C:15]2[N:16]([CH:20]3[CH2:25][CH2:24][NH:23][CH2:22][CH2:21]3)[C:17](=[O:19])[NH:18][C:14]=2[CH:13]=1)(=[O:11])=[O:10].[C:28]([CH:32]1[CH2:37][CH2:36][CH:35]([C:38](=[O:41])[CH2:39]Cl)[CH2:34][CH2:33]1)([CH3:31])([CH3:30])[CH3:29], predict the reaction product. The product is: [C:28]([CH:32]1[CH2:33][CH2:34][CH:35]([C:38](=[O:41])[CH2:39][N:23]2[CH2:22][CH2:21][CH:20]([N:16]3[C:15]4[CH:26]=[CH:27][C:12]([S:9]([CH3:8])(=[O:10])=[O:11])=[CH:13][C:14]=4[NH:18][C:17]3=[O:19])[CH2:25][CH2:24]2)[CH2:36][CH2:37]1)([CH3:31])([CH3:29])[CH3:30]. (4) Given the reactants C(NC(C)C)(C)C.[Li]CCCC.[Br:13][C:14]1[CH:19]=[CH:18][CH:17]=[C:16]([F:20])[C:15]=1[F:21].[CH3:22][Si:23](Cl)([CH3:25])[CH3:24], predict the reaction product. The product is: [Br:13][C:14]1[CH:19]=[CH:18][C:17]([Si:23]([CH3:25])([CH3:24])[CH3:22])=[C:16]([F:20])[C:15]=1[F:21]. (5) Given the reactants [C:1]([C:3]1[CH:4]=[CH:5][C:6]([O:26][CH3:27])=[C:7]([S:9]([NH:12][CH2:13][CH2:14][C:15]2[CH:25]=[CH:24][C:18]([C:19]([O:21]CC)=[O:20])=[CH:17][CH:16]=2)(=[O:11])=[O:10])[CH:8]=1)#[N:2].[OH-].[Na+], predict the reaction product. The product is: [C:1]([C:3]1[CH:4]=[CH:5][C:6]([O:26][CH3:27])=[C:7]([S:9]([NH:12][CH2:13][CH2:14][C:15]2[CH:25]=[CH:24][C:18]([C:19]([OH:21])=[O:20])=[CH:17][CH:16]=2)(=[O:11])=[O:10])[CH:8]=1)#[N:2]. (6) The product is: [C:12]([C:14]1[C:23]2[C:18](=[CH:19][CH:20]=[CH:21][CH:22]=2)[C:17]([O:11][CH:8]2[CH2:7][NH:6][CH2:5][C:4]3[CH:3]=[C:2]([CH3:1])[S:10][C:9]2=3)=[CH:16][CH:15]=1)#[N:13]. Given the reactants [CH3:1][C:2]1[S:10][C:9]2[CH:8]([OH:11])[CH2:7][NH:6][CH2:5][C:4]=2[CH:3]=1.[C:12]([C:14]1[C:23]2[C:18](=[CH:19][CH:20]=[CH:21][CH:22]=2)[C:17](F)=[CH:16][CH:15]=1)#[N:13], predict the reaction product. (7) Given the reactants [N:1]1[C:9]2[C:4](=[N:5][CH:6]=[CH:7][CH:8]=2)[NH:3][C:2]=1[CH2:10][NH:11]C(=O)OCC1C=CC=CC=1.[ClH:22].O1CCOCC1, predict the reaction product. The product is: [Cl-:22].[Cl-:22].[NH3+:11][CH2:10][C:2]1[NH:3][C:4]2=[NH+:5][CH:6]=[CH:7][CH:8]=[C:9]2[N:1]=1.